Dataset: Buchwald-Hartwig C-N cross coupling reaction yields with 55,370 reactions. Task: Predict the reaction yield, written as a fraction of the theoretical maximum amount of product (1.0 means a 100% yield; for example, 0.34 means a 34% yield). The reactants are CCc1ccc(Cl)cc1.Cc1ccc(N)cc1.O=S(=O)(O[Pd]1c2ccccc2-c2ccccc2N~1)C(F)(F)F.CC(C)c1cc(C(C)C)c(-c2ccccc2P(C(C)(C)C)C(C)(C)C)c(C(C)C)c1.CN(C)C(=NC(C)(C)C)N(C)C.COC(=O)c1ccno1. No catalyst specified. The product is CCc1ccc(Nc2ccc(C)cc2)cc1. The yield is 0.00479.